Dataset: Full USPTO retrosynthesis dataset with 1.9M reactions from patents (1976-2016). Task: Predict the reactants needed to synthesize the given product. (1) Given the product [C:1]([N:5]1[CH2:10][CH2:9][N:8]([CH2:11][C:12]2[N:13]([CH3:28])[C:14]3[C:19]([N:20]=2)=[C:18]([N:21]2[CH2:26][CH2:25][O:24][CH2:23][CH2:22]2)[N:17]=[C:16]([C:37]2[C:46]4[C:41](=[CH:42][CH:43]=[CH:44][CH:45]=4)[N:40]=[CH:39][CH:38]=2)[N:15]=3)[CH2:7][CH2:6]1)([CH3:4])([CH3:3])[CH3:2], predict the reactants needed to synthesize it. The reactants are: [C:1]([N:5]1[CH2:10][CH2:9][N:8]([CH2:11][C:12]2[N:13]([CH3:28])[C:14]3[C:19]([N:20]=2)=[C:18]([N:21]2[CH2:26][CH2:25][O:24][CH2:23][CH2:22]2)[N:17]=[C:16](Cl)[N:15]=3)[CH2:7][CH2:6]1)([CH3:4])([CH3:3])[CH3:2].CC1(C)C(C)(C)OB([C:37]2[C:46]3[C:41](=[CH:42][CH:43]=[CH:44][CH:45]=3)[N:40]=[CH:39][CH:38]=2)O1. (2) Given the product [F:43][C:19]([F:18])([F:42])[C:20]1[CH:25]=[C:24]([C:26]([F:29])([F:27])[F:28])[CH:23]=[CH:22][C:21]=1[C:30]1[CH:34]=[C:33]([CH:35]([N:14]2[CH:13]=[C:12]3[N:17]=[C:9]([C:3]4[CH:4]=[CH:5][CH:6]=[C:7]([F:8])[C:2]=4[F:1])[N:10]=[C:11]3[CH:16]=[N:15]2)[CH3:36])[O:32][N:31]=1, predict the reactants needed to synthesize it. The reactants are: [F:1][C:2]1[C:7]([F:8])=[CH:6][CH:5]=[CH:4][C:3]=1[C:9]1[N:17]=[C:12]2[CH:13]=[N:14][NH:15][CH:16]=[C:11]2[N:10]=1.[F:18][C:19]([F:43])([F:42])[C:20]1[CH:25]=[C:24]([C:26]([F:29])([F:28])[F:27])[CH:23]=[CH:22][C:21]=1[C:30]1[CH:34]=[C:33]([CH:35](OS(C)(=O)=O)[CH3:36])[O:32][N:31]=1. (3) Given the product [NH2:9][C:3]1[N:4]=[CH:5][N:6]=[C:7]([N:11]([CH2:12][CH:13]2[CH2:14][CH2:15][N:16]([C:19](=[O:21])[CH:42]=[CH2:43])[CH2:17][CH2:18]2)[CH3:10])[C:2]=1[C:30]1[CH:31]=[CH:32][C:27]([O:26][C:33]2[CH:38]=[CH:37][CH:36]=[CH:35][CH:34]=2)=[CH:28][CH:29]=1, predict the reactants needed to synthesize it. The reactants are: Cl[C:2]1[C:3]([NH2:9])=[N:4][CH:5]=[N:6][C:7]=1Cl.[CH3:10][NH:11][CH2:12][CH:13]1[CH2:18][CH2:17][N:16]([C:19]([O:21]C(C)(C)C)=O)[CH2:15][CH2:14]1.[O:26]([C:33]1[CH:38]=[CH:37][C:36](B(O)O)=[CH:35][CH:34]=1)[C:27]1[CH:32]=[CH:31][CH:30]=[CH:29][CH:28]=1.[C:42](Cl)(=O)[CH:43]=C.